Dataset: Reaction yield outcomes from USPTO patents with 853,638 reactions. Task: Predict the reaction yield, written as a fraction of the theoretical maximum amount of product (1.0 means a 100% yield; for example, 0.34 means a 34% yield). The reactants are [F:1][C:2]1[CH:8]=[C:7]([I:9])[CH:6]=[CH:5][C:3]=1[NH2:4].C[Si](C)(C)[N-][Si](C)(C)C.[Li+].F[C:21]1[C:26]([F:27])=[C:25]([F:28])[CH:24]=[C:23]([F:29])[C:22]=1[N+:30]([O-:32])=[O:31].C(OCC)(=O)C. The catalyst is C1COCC1. The product is [F:1][C:2]1[CH:8]=[C:7]([I:9])[CH:6]=[CH:5][C:3]=1[NH:4][C:21]1[C:22]([N+:30]([O-:32])=[O:31])=[C:23]([F:29])[CH:24]=[C:25]([F:28])[C:26]=1[F:27]. The yield is 0.592.